Dataset: Aqueous solubility values for 9,982 compounds from the AqSolDB database. Task: Regression/Classification. Given a drug SMILES string, predict its absorption, distribution, metabolism, or excretion properties. Task type varies by dataset: regression for continuous measurements (e.g., permeability, clearance, half-life) or binary classification for categorical outcomes (e.g., BBB penetration, CYP inhibition). For this dataset (solubility_aqsoldb), we predict Y. The compound is CCCO[N+](=O)[O-]. The Y is -1.50 log mol/L.